From a dataset of Forward reaction prediction with 1.9M reactions from USPTO patents (1976-2016). Predict the product of the given reaction. (1) Given the reactants C([O:3][C:4](=[O:41])[CH2:5][O:6][C:7]1[CH:12]=[CH:11][C:10]([S:13][C:14]2[CH:19]=[C:18]([O:20][C:21]3[CH:26]=[CH:25][CH:24]=[C:23]([C:27]([F:30])([F:29])[F:28])[CH:22]=3)[CH:17]=[C:16]([C:31]#[C:32][CH2:33][N:34]3[CH2:39][CH2:38][O:37][CH2:36][CH2:35]3)[CH:15]=2)=[CH:9][C:8]=1[CH3:40])C.[OH-].[Na+].Cl, predict the reaction product. The product is: [CH3:40][C:8]1[CH:9]=[C:10]([S:13][C:14]2[CH:19]=[C:18]([O:20][C:21]3[CH:26]=[CH:25][CH:24]=[C:23]([C:27]([F:29])([F:30])[F:28])[CH:22]=3)[CH:17]=[C:16]([C:31]#[C:32][CH2:33][N:34]3[CH2:39][CH2:38][O:37][CH2:36][CH2:35]3)[CH:15]=2)[CH:11]=[CH:12][C:7]=1[O:6][CH2:5][C:4]([OH:41])=[O:3]. (2) Given the reactants Cl.[CH2:2]([C:4]1[N:5]=[C:6]([CH2:10][C:11]([C:13]2[CH:18]=[CH:17][C:16]([F:19])=[CH:15][CH:14]=2)=[O:12])[NH:7][C:8]=1[CH3:9])[CH3:3].C[O-].[Na+].[C:23](OC)(=[O:26])[C:24]#[CH:25], predict the reaction product. The product is: [CH2:2]([C:4]1[NH:5][C:6]2[N:7]([C:8]=1[CH3:9])[C:23](=[O:26])[CH:24]=[CH:25][C:10]=2[C:11](=[O:12])[C:13]1[CH:14]=[CH:15][C:16]([F:19])=[CH:17][CH:18]=1)[CH3:3]. (3) Given the reactants C(N(CC)CC)C.C1([O:14][C:15](=O)[NH:16][C:17]2[CH:22]=[C:21]([C:23]([CH3:26])([CH3:25])[CH3:24])[CH:20]=[C:19]([NH:27][S:28]([CH3:31])(=[O:30])=[O:29])[C:18]=2[O:32][CH3:33])C=CC=CC=1.[NH2:35][C:36]1[C:45]2[C:40](=[CH:41][CH:42]=[CH:43][CH:44]=2)[C:39]([O:46][C:47]2[CH:52]=[CH:51][N:50]=[C:49]([NH:53][C:54]3[CH:55]=[C:56]([CH:68]=[C:69]([O:71][CH3:72])[CH:70]=3)[C:57]([NH:59][CH2:60][CH2:61][N:62]3[CH2:67][CH2:66][O:65][CH2:64][CH2:63]3)=[O:58])[CH:48]=2)=[CH:38][CH:37]=1, predict the reaction product. The product is: [C:23]([C:21]1[CH:20]=[C:19]([NH:27][S:28]([CH3:31])(=[O:30])=[O:29])[C:18]([O:32][CH3:33])=[C:17]([NH:16][C:15](=[O:14])[NH:35][C:36]2[C:45]3[C:40](=[CH:41][CH:42]=[CH:43][CH:44]=3)[C:39]([O:46][C:47]3[CH:52]=[CH:51][N:50]=[C:49]([NH:53][C:54]4[CH:55]=[C:56]([CH:68]=[C:69]([O:71][CH3:72])[CH:70]=4)[C:57]([NH:59][CH2:60][CH2:61][N:62]4[CH2:67][CH2:66][O:65][CH2:64][CH2:63]4)=[O:58])[CH:48]=3)=[CH:38][CH:37]=2)[CH:22]=1)([CH3:26])([CH3:24])[CH3:25]. (4) Given the reactants [Br:1][C:2]1[CH:11]=[CH:10][CH:9]=[C:8]2[C:3]=1CC[N:6]([CH2:13][CH:14]=O)[C:7]2=O.Cl.[CH3:17][C@@H:18]1[CH2:22][CH2:21][CH2:20][NH:19]1.C(N(C(C)C)CC)(C)C.[CH3:32][OH:33], predict the reaction product. The product is: [Br:1][C:2]1[CH:3]=[C:8]2[C:9](=[CH:10][CH:11]=1)[C:32](=[O:33])[N:6]([CH2:13][CH2:14][N:19]1[CH2:20][CH2:21][CH2:22][C@H:18]1[CH3:17])[CH2:7]2. (5) Given the reactants [NH:1]([C:3]1[N:8]=[CH:7][N:6]=[C:5]([OH:9])[CH:4]=1)[NH2:2].N(C1NC=NC(=O)C=1)N.[F:19][C:20]1([F:27])[CH2:25][CH2:24][C:23](=O)[CH2:22][CH2:21]1, predict the reaction product. The product is: [F:19][C:20]1([F:27])[CH2:25][CH2:24][C:23](=[N:2][NH:1][C:3]2[N:8]=[CH:7][N:6]=[C:5]([OH:9])[CH:4]=2)[CH2:22][CH2:21]1. (6) Given the reactants O.[OH-].[Li+].C[O:5][C:6](=[O:19])[C:7]1[CH:12]=[CH:11][CH:10]=[C:9]([S:13]([CH:16]([CH3:18])[CH3:17])(=[O:15])=[O:14])[CH:8]=1.Cl, predict the reaction product. The product is: [CH3:18][CH:16]([S:13]([C:9]1[CH:8]=[C:7]([CH:12]=[CH:11][CH:10]=1)[C:6]([OH:19])=[O:5])(=[O:14])=[O:15])[CH3:17].